This data is from Full USPTO retrosynthesis dataset with 1.9M reactions from patents (1976-2016). The task is: Predict the reactants needed to synthesize the given product. (1) Given the product [C:31]([O:30][C:27](=[O:29])[CH2:28][C:3](=[O:26])[C:4]1[CH:9]=[CH:8][CH:7]=[C:6]([C:10]2[S:11][C:12]([CH2:23][CH2:24][CH3:25])=[C:13]([CH2:15][O:16][CH:17]3[CH2:22][CH2:21][CH2:20][CH2:19][O:18]3)[N:14]=2)[CH:5]=1)([CH3:34])([CH3:33])[CH3:32], predict the reactants needed to synthesize it. The reactants are: CO[C:3](=[O:26])[C:4]1[CH:9]=[CH:8][CH:7]=[C:6]([C:10]2[S:11][C:12]([CH2:23][CH2:24][CH3:25])=[C:13]([CH2:15][O:16][CH:17]3[CH2:22][CH2:21][CH2:20][CH2:19][O:18]3)[N:14]=2)[CH:5]=1.[C:27]([O:30][C:31]([CH3:34])([CH3:33])[CH3:32])(=[O:29])[CH3:28].[Li]. (2) Given the product [CH3:27][C:26]([CH3:29])([CH3:28])[CH2:25][O:24][C:22]([N:6]1[CH:7]=[C:2]([F:1])[C:3]([N:9]=[CH:10][N:11]([CH3:13])[CH3:12])=[N:4][C:5]1=[O:8])=[O:23], predict the reactants needed to synthesize it. The reactants are: [F:1][C:2]1[C:3]([N:9]=[CH:10][N:11]([CH3:13])[CH3:12])=[N:4][C:5]([OH:8])=[N:6][CH:7]=1.C(N(CC)CC)C.Cl[C:22]([O:24][CH2:25][C:26]([CH3:29])([CH3:28])[CH3:27])=[O:23]. (3) Given the product [CH2:1]([NH:3][C:4]([N:6]1[C:10]2=[N:11][CH:12]=[N:13][C:14]([NH2:15])=[C:9]2[C:8]([C:20]2[CH:21]=[CH:22][C:23]([Cl:26])=[CH:24][CH:25]=2)=[N:7]1)=[O:5])[CH3:2], predict the reactants needed to synthesize it. The reactants are: [CH2:1]([NH:3][C:4]([N:6]1[C:10]2=[N:11][CH:12]=[N:13][C:14]([N:15]=CN(C)C)=[C:9]2[C:8]([C:20]2[CH:25]=[CH:24][C:23]([Cl:26])=[CH:22][CH:21]=2)=[N:7]1)=[O:5])[CH3:2]. (4) Given the product [CH:1]1([C:4]2[CH:9]=[CH:8][C:7]([I:10])=[C:6]([CH:5]=2)[NH2:11])[CH2:3][CH2:2]1, predict the reactants needed to synthesize it. The reactants are: [CH:1]1([C:4]2[CH:9]=[CH:8][C:7]([I:10])=[C:6]([N+:11]([O-])=O)[CH:5]=2)[CH2:3][CH2:2]1.O.NN. (5) The reactants are: [C:1](/[C:3](=[N:10]\[O:11][CH2:12][C:13]1[N:18]=[C:17]([NH:19]C(=O)OC(C)(C)C)[CH:16]=[CH:15][CH:14]=1)/[C:4]1[CH:9]=[CH:8][CH:7]=[CH:6][CH:5]=1)#[N:2].C(O)(C(F)(F)F)=O. Given the product [NH2:19][C:17]1[N:18]=[C:13]([CH2:12][O:11]/[N:10]=[C:3](/[C:4]2[CH:9]=[CH:8][CH:7]=[CH:6][CH:5]=2)\[C:1]#[N:2])[CH:14]=[CH:15][CH:16]=1, predict the reactants needed to synthesize it. (6) Given the product [F:1][C:2]1[CH:7]=[CH:6][C:5]([C:8](=[O:14])/[CH:9]=[CH:10]/[C:11]([OH:13])=[O:12])=[CH:4][CH:3]=1, predict the reactants needed to synthesize it. The reactants are: [F:1][C:2]1[CH:7]=[CH:6][CH:5]=[CH:4][CH:3]=1.[C:8]1(=[O:14])[O:13][C:11](=[O:12])[CH:10]=[CH:9]1.[Cl-].[Al+3].[Cl-].[Cl-].Cl. (7) Given the product [CH3:3][S:4]([C:7]1[O:11][C:10]([CH2:12][N:13]2[N:17]=[C:16]([NH2:18])[CH:15]=[N:14]2)=[CH:9][CH:8]=1)(=[O:6])=[O:5], predict the reactants needed to synthesize it. The reactants are: N#N.[CH3:3][S:4]([C:7]1[O:11][C:10]([CH2:12][N:13]2[N:17]=[C:16]([N+:18]([O-])=O)[CH:15]=[N:14]2)=[CH:9][CH:8]=1)(=[O:6])=[O:5].[NH4+].[Cl-]. (8) Given the product [Cl:25][C:18]1[C:17]2[C:12](=[CH:13][CH:14]=[C:15]([I:20])[CH:16]=2)[N:11]=[CH:10][C:9]=1[C:7]([NH:6][CH2:5][CH2:4][N:3]([CH2:21][CH3:22])[CH2:1][CH3:2])=[O:8], predict the reactants needed to synthesize it. The reactants are: [CH2:1]([N:3]([CH2:21][CH3:22])[CH2:4][CH2:5][NH:6][C:7]([C:9]1[C:18](=O)[C:17]2[C:12](=[CH:13][CH:14]=[C:15]([I:20])[CH:16]=2)[NH:11][CH:10]=1)=[O:8])[CH3:2].P(Cl)(Cl)([Cl:25])=O.